Predict the product of the given reaction. From a dataset of Forward reaction prediction with 1.9M reactions from USPTO patents (1976-2016). Given the reactants [C:1]1([S:7]([C:10]2[CH:11]=[CH:12][C:13]([C:20]([F:23])([F:22])[F:21])=[C:14]([S:16](Cl)(=[O:18])=[O:17])[CH:15]=2)(=[O:9])=[O:8])[CH:6]=[CH:5][CH:4]=[CH:3][CH:2]=1.[NH2:24][CH2:25][CH:26]1[CH2:31][CH2:30][O:29][CH2:28][CH2:27]1.C(N(CC)CC)C, predict the reaction product. The product is: [C:1]1([S:7]([C:10]2[CH:11]=[CH:12][C:13]([C:20]([F:23])([F:22])[F:21])=[C:14]([S:16]([NH:24][CH2:25][CH:26]3[CH2:31][CH2:30][O:29][CH2:28][CH2:27]3)(=[O:18])=[O:17])[CH:15]=2)(=[O:9])=[O:8])[CH:6]=[CH:5][CH:4]=[CH:3][CH:2]=1.